Task: Predict the reactants needed to synthesize the given product.. Dataset: Full USPTO retrosynthesis dataset with 1.9M reactions from patents (1976-2016) Given the product [Br:37][C:35]1[CH:34]=[CH:33][C:30]([CH2:31][N:32]2[C:4](=[O:6])[C:3]3[CH:7]=[CH:8][C:9]([O:11][CH3:12])=[CH:10][C:2]=3[O:1][C:23]2=[O:24])=[C:29]([F:28])[CH:36]=1, predict the reactants needed to synthesize it. The reactants are: [OH:1][C:2]1[CH:10]=[C:9]([O:11][CH3:12])[CH:8]=[CH:7][C:3]=1[C:4]([OH:6])=O.C(N(C(C)C)CC)(C)C.Cl[C:23](OCC)=[O:24].[F:28][C:29]1[CH:36]=[C:35]([Br:37])[CH:34]=[CH:33][C:30]=1[CH2:31][NH2:32].